This data is from CYP2D6 inhibition data for predicting drug metabolism from PubChem BioAssay. The task is: Regression/Classification. Given a drug SMILES string, predict its absorption, distribution, metabolism, or excretion properties. Task type varies by dataset: regression for continuous measurements (e.g., permeability, clearance, half-life) or binary classification for categorical outcomes (e.g., BBB penetration, CYP inhibition). Dataset: cyp2d6_veith. (1) The molecule is Cc1cc(C)n(C(=O)c2cc3ccccc3c(=O)o2)n1. The result is 0 (non-inhibitor). (2) The drug is Cc1noc(C)c1-c1cncnc1NCCN1CCOCC1. The result is 0 (non-inhibitor). (3) The compound is CCCN=C(N)NCCC[C@H](N)C(=O)O. The result is 1 (inhibitor). (4) The compound is COC(=O)N1CCC2(CCCN(C(=O)Nc3cccc(F)c3)C2)CC1. The result is 0 (non-inhibitor). (5) The molecule is CC(C)(C)c1nc(SCC(=O)Nc2ccc3c(c2)OCCO3)c2ccccc2n1. The result is 0 (non-inhibitor). (6) The molecule is C[C@@]12CCC(=O)C=C1CC[C@H]1[C@H]2[C@@H](O)C[C@@]2(C)[C@@H](c3csc(N)n3)CC[C@H]12.O=S(=O)(O)c1ccc(Br)cc1. The result is 0 (non-inhibitor). (7) The result is 1 (inhibitor). The compound is CC1=CC(=O)c2ccccc2C1=O. (8) The compound is COC(=O)c1ccccc1NC(=O)c1c(Br)cnn1C. The result is 0 (non-inhibitor). (9) The drug is CCCCCC[C@@H]([C@H](C)O)n1cnc2c(N)ncnc21. The result is 0 (non-inhibitor). (10) The molecule is Cc1cc(=O)[nH]c2c1c(C)nn2C1CCOC(C)(C)C1. The result is 0 (non-inhibitor).